Dataset: Full USPTO retrosynthesis dataset with 1.9M reactions from patents (1976-2016). Task: Predict the reactants needed to synthesize the given product. (1) Given the product [Cl:16][CH2:12][C:8]1[S:7][C:6]([C:4]([O:3][CH2:1][CH3:2])=[O:5])=[N:10][C:9]=1[CH3:11], predict the reactants needed to synthesize it. The reactants are: [CH2:1]([O:3][C:4]([C:6]1[S:7][C:8]([CH2:12]O)=[C:9]([CH3:11])[N:10]=1)=[O:5])[CH3:2].S(Cl)([Cl:16])=O. (2) Given the product [NH2:13][C:12]1[N:24]([CH2:17][C:18]2[CH:23]=[CH:22][CH:21]=[CH:20][CH:19]=2)[N:25]=[C:4]([OH:14])[C:5]=1[C:6]1[CH:7]=[CH:8][C:9]([CH3:26])=[CH:10][CH:11]=1, predict the reactants needed to synthesize it. The reactants are: C(O[C:4](=[O:14])[CH:5]([C:12]#[N:13])[C:6]1[CH:11]=[CH:10][CH:9]=[CH:8][CH:7]=1)C.Cl.Cl.[CH2:17]([NH:24][NH2:25])[C:18]1[CH:23]=[CH:22][CH:21]=[CH:20][CH:19]=1.[CH2:26](N(CC)CC)C. (3) Given the product [Br:1][C:2]1[CH:7]=[CH:6][C:5]([O:8][Si:19]([C:15]([CH3:18])([CH3:17])[CH3:16])([CH3:22])[CH3:21])=[CH:4][C:3]=1[CH3:9], predict the reactants needed to synthesize it. The reactants are: [Br:1][C:2]1[CH:7]=[CH:6][C:5]([OH:8])=[CH:4][C:3]=1[CH3:9].N1C=CN=C1.[C:15]([Si:19]([CH3:22])([CH3:21])Cl)([CH3:18])([CH3:17])[CH3:16].[Cl-].[NH4+]. (4) Given the product [OH:35][CH2:34][CH2:33][N:3]1[CH2:7][CH2:6][C@H:5]([NH:8][C:9]([C:11]2[CH:31]=[CH:30][C:14]3[N:15]([CH3:29])[C:16]([NH:18][C:19]4[S:20][C:21]5[CH:27]=[C:26]([Cl:28])[CH:25]=[CH:24][C:22]=5[N:23]=4)=[N:17][C:13]=3[CH:12]=2)=[O:10])[CH2:4]1, predict the reactants needed to synthesize it. The reactants are: Cl.Cl.[NH:3]1[CH2:7][CH2:6][C@H:5]([NH:8][C:9]([C:11]2[CH:31]=[CH:30][C:14]3[N:15]([CH3:29])[C:16]([NH:18][C:19]4[S:20][C:21]5[CH:27]=[C:26]([Cl:28])[CH:25]=[CH:24][C:22]=5[N:23]=4)=[N:17][C:13]=3[CH:12]=2)=[O:10])[CH2:4]1.Br[CH2:33][CH2:34][OH:35].C([O-])([O-])=O.[Cs+].[Cs+]. (5) The reactants are: C([O:8][C:9]1[CH:18]=[C:17]2[C:12]([CH2:13][CH2:14][NH:15][CH:16]2[CH2:19][C:20]2[CH:25]=[CH:24][C:23]([Cl:26])=[C:22]([Cl:27])[CH:21]=2)=[CH:11][C:10]=1[O:28][CH3:29])C1C=CC=CC=1. Given the product [Cl:27][C:22]1[CH:21]=[C:20]([CH:25]=[CH:24][C:23]=1[Cl:26])[CH2:19][CH:16]1[C:17]2[C:12](=[CH:11][C:10]([O:28][CH3:29])=[C:9]([OH:8])[CH:18]=2)[CH2:13][CH2:14][NH:15]1, predict the reactants needed to synthesize it.